This data is from Reaction yield outcomes from USPTO patents with 853,638 reactions. The task is: Predict the reaction yield, written as a fraction of the theoretical maximum amount of product (1.0 means a 100% yield; for example, 0.34 means a 34% yield). (1) The reactants are [Cl:1][C:2]1[CH:3]=[C:4]([N:14]([CH2:21][C:22]2[CH:27]=[CH:26][C:25]([O:28][CH3:29])=[CH:24][CH:23]=2)[C:15]2[CH:20]=[CH:19][CH:18]=[CH:17][CH:16]=2)[C:5]2[N:6]([C:8]([C:11](O)=[O:12])=[CH:9][N:10]=2)[N:7]=1.[CH:30]([C:33]1[O:37][N:36]=[C:35]([C:38]2[CH:39]=[C:40]([CH:42]=[CH:43][CH:44]=2)[NH2:41])[N:34]=1)([CH3:32])[CH3:31].C(N(CC)C(C)C)(C)C.F[B-](F)(F)F.N1(OC(N(C)C)=[N+](C)C)C2C=CC=CC=2N=N1.C([O-])(O)=O.[Na+]. The catalyst is C(Cl)Cl. The product is [Cl:1][C:2]1[CH:3]=[C:4]([N:14]([CH2:21][C:22]2[CH:27]=[CH:26][C:25]([O:28][CH3:29])=[CH:24][CH:23]=2)[C:15]2[CH:16]=[CH:17][CH:18]=[CH:19][CH:20]=2)[C:5]2[N:6]([C:8]([C:11]([NH:41][C:40]3[CH:42]=[CH:43][CH:44]=[C:38]([C:35]4[N:34]=[C:33]([CH:30]([CH3:32])[CH3:31])[O:37][N:36]=4)[CH:39]=3)=[O:12])=[CH:9][N:10]=2)[N:7]=1. The yield is 0.440. (2) The reactants are [CH3:1][Si]([N-][Si](C)(C)C)(C)C.[Na+].[CH2:11]([C@@H:18]1[CH2:22][O:21][C:20](=[O:23])[N:19]1[C:24](=[O:88])[CH2:25][CH2:26][C@@H:27]([CH3:87])[C@@H:28]([O:77][CH2:78][C:79]1[CH:84]=[CH:83][C:82]([O:85][CH3:86])=[CH:81][CH:80]=1)[C@@H:29]([CH3:76])[CH:30]=[CH:31][C@@H:32]([O:68][Si:69]([C:72]([CH3:75])([CH3:74])[CH3:73])([CH3:71])[CH3:70])[CH2:33][C@H:34]([O:60][Si:61]([C:64]([CH3:67])([CH3:66])[CH3:65])([CH3:63])[CH3:62])[C@@H:35]([CH3:59])[CH:36]=[CH:37][CH2:38][O:39][C:40]([C:53]1[CH:58]=[CH:57][CH:56]=[CH:55][CH:54]=1)([C:47]1[CH:52]=[CH:51][CH:50]=[CH:49][CH:48]=1)[C:41]1[CH:46]=[CH:45][CH:44]=[CH:43][CH:42]=1)[C:12]1[CH:17]=[CH:16][CH:15]=[CH:14][CH:13]=1.CI. The catalyst is C1COCC1. The product is [CH2:11]([C@@H:18]1[CH2:22][O:21][C:20](=[O:23])[N:19]1[C:24](=[O:88])[C@@H:25]([CH3:1])[CH2:26][C@H:27]([CH3:87])[C@@H:28]([O:77][CH2:78][C:79]1[CH:84]=[CH:83][C:82]([O:85][CH3:86])=[CH:81][CH:80]=1)[C@@H:29]([CH3:76])[CH:30]=[CH:31][C@@H:32]([O:68][Si:69]([C:72]([CH3:73])([CH3:74])[CH3:75])([CH3:70])[CH3:71])[CH2:33][C@H:34]([O:60][Si:61]([C:64]([CH3:65])([CH3:66])[CH3:67])([CH3:63])[CH3:62])[C@H:35]([CH3:59])[CH:36]=[CH:37][CH2:38][O:39][C:40]([C:47]1[CH:48]=[CH:49][CH:50]=[CH:51][CH:52]=1)([C:53]1[CH:58]=[CH:57][CH:56]=[CH:55][CH:54]=1)[C:41]1[CH:42]=[CH:43][CH:44]=[CH:45][CH:46]=1)[C:12]1[CH:13]=[CH:14][CH:15]=[CH:16][CH:17]=1. The yield is 0.620. (3) The reactants are Cl.[Cl:2][CH2:3][CH2:4][NH:5][CH2:6][CH2:7][Cl:8].C(N(CC)C(C)C)(C)C.[C:18](O[C:18]([O:20][C:21]([CH3:24])([CH3:23])[CH3:22])=[O:19])([O:20][C:21]([CH3:24])([CH3:23])[CH3:22])=[O:19]. The catalyst is ClCCl.CN(C)C1C=CN=CC=1. The product is [C:21]([O:20][C:18](=[O:19])[N:5]([CH2:6][CH2:7][Cl:8])[CH2:4][CH2:3][Cl:2])([CH3:24])([CH3:23])[CH3:22]. The yield is 0.210. (4) The reactants are [Mg].Br[CH2:3][CH3:4].[F:5][C:6]([F:15])([F:14])[CH:7]1[CH2:12][CH2:11][C:10](=[O:13])[CH2:9][CH2:8]1.S(=O)(=O)(O)O. The catalyst is C1COCC1. The product is [CH2:3]([C:10]1([OH:13])[CH2:11][CH2:12][CH:7]([C:6]([F:14])([F:15])[F:5])[CH2:8][CH2:9]1)[CH3:4]. The yield is 0.700. (5) The yield is 0.713. The reactants are [CH2:1]([N:4]([CH:13]([CH3:15])[CH3:14])[C:5]1[CH:12]=[CH:11]C(C#N)=[CH:7][N:6]=1)[CH:2]=[CH2:3].[OH-:16].[K+].[CH3:18][CH2:19][OH:20]. No catalyst specified. The product is [CH2:1]([N:4]([CH:13]([CH3:15])[CH3:14])[C:5]1[CH:12]=[CH:11][C:18]([C:19]([OH:16])=[O:20])=[CH:7][N:6]=1)[CH:2]=[CH2:3].